From a dataset of Full USPTO retrosynthesis dataset with 1.9M reactions from patents (1976-2016). Predict the reactants needed to synthesize the given product. (1) Given the product [C:28]([N:25]1[CH2:26][CH2:27][CH:23]([C:16]2[N:15]=[C:14]([C:11]3[CH:10]=[CH:9][C:8]([O:1][C:2]4[CH:7]=[CH:6][CH:5]=[CH:4][CH:3]=4)=[CH:13][CH:12]=3)[C:19]([C:20]([NH2:22])=[O:21])=[CH:18][CH:17]=2)[CH2:24]1)(=[O:31])[CH:29]=[CH2:30], predict the reactants needed to synthesize it. The reactants are: [O:1]([C:8]1[CH:13]=[CH:12][C:11]([C:14]2[C:19]([C:20]([NH2:22])=[O:21])=[CH:18][CH:17]=[C:16]([CH:23]3[CH2:27][CH2:26][NH:25][CH2:24]3)[N:15]=2)=[CH:10][CH:9]=1)[C:2]1[CH:7]=[CH:6][CH:5]=[CH:4][CH:3]=1.[C:28](Cl)(=[O:31])[CH:29]=[CH2:30]. (2) Given the product [Si:12]([O:10][CH2:9][CH2:8][CH2:7][CH2:6][OH:11])([C:15]([CH3:18])([CH3:17])[CH3:16])([CH3:14])[CH3:13], predict the reactants needed to synthesize it. The reactants are: N1C=CN=C1.[CH2:6]([OH:11])[CH2:7][CH2:8][CH2:9][OH:10].[Si:12](Cl)([C:15]([CH3:18])([CH3:17])[CH3:16])([CH3:14])[CH3:13].C(OCC)C.